From a dataset of Catalyst prediction with 721,799 reactions and 888 catalyst types from USPTO. Predict which catalyst facilitates the given reaction. (1) Reactant: [N+:1]([C:4]1[CH:9]=[C:8]([O:10][C:11]2[CH:16]=[CH:15][N:14]=[C:13]3[NH:17][CH:18]=[CH:19][C:12]=23)[CH:7]=[CH:6][C:5]=1[OH:20])([O-])=O. Product: [NH2:1][C:4]1[CH:9]=[C:8]([O:10][C:11]2[CH:16]=[CH:15][N:14]=[C:13]3[NH:17][CH:18]=[CH:19][C:12]=23)[CH:7]=[CH:6][C:5]=1[OH:20]. The catalyst class is: 43. (2) Reactant: [CH:1]1([CH2:4][NH2:5])[CH2:3][CH2:2]1.[CH3:6][S:7](Cl)(=[O:9])=[O:8]. Product: [CH:1]1([CH2:4][NH:5][S:7]([CH3:6])(=[O:9])=[O:8])[CH2:3][CH2:2]1. The catalyst class is: 2.